From a dataset of Catalyst prediction with 721,799 reactions and 888 catalyst types from USPTO. Predict which catalyst facilitates the given reaction. Reactant: [C:1]([C:4]1[CH:8]=[C:7]([CH3:9])[N:6]([CH2:10][CH2:11][O:12][Si](C(C)(C)C)(C)C)[N:5]=1)(=[O:3])[CH3:2].Cl. Product: [C:1]([C:4]1[CH:8]=[C:7]([CH3:9])[N:6]([CH2:10][CH2:11][OH:12])[N:5]=1)(=[O:3])[CH3:2]. The catalyst class is: 5.